From a dataset of Forward reaction prediction with 1.9M reactions from USPTO patents (1976-2016). Predict the product of the given reaction. (1) Given the reactants [CH2:1]([Li])[CH2:2][CH2:3][CH3:4].O=O.Br[C:9]1[CH:10]=[CH:11][C:12]([F:28])=[C:13]([CH:27]=1)[CH2:14][C:15]1[CH:26]=[CH:25][C:18]([O:19][CH:20]2[CH2:24][CH2:23][O:22][CH2:21]2)=[CH:17][CH:16]=1.CON(C)[C:32](=[O:84])[C@H:33]([O:76]CC1C=CC=CC=1)[C@@H:34]([O:68][CH2:69][C:70]1[CH:75]=[CH:74][CH:73]=[CH:72][CH:71]=1)[C@H:35]([O:60][CH2:61][C:62]1[CH:67]=[CH:66][CH:65]=[CH:64][CH:63]=1)[C:36]([OH:59])([CH2:48][O:49][CH2:50][C:51]1[CH:56]=[CH:55][C:54]([O:57][CH3:58])=[CH:53][CH:52]=1)[CH2:37][O:38][CH2:39][C:40]1[CH:45]=[CH:44][C:43]([O:46][CH3:47])=[CH:42][CH:41]=1.[Al].O1C[CH2:90][CH2:89][CH2:88]1, predict the reaction product. The product is: [CH2:1]([O:76][CH:33]1[C@@H:34]([O:68][CH2:69][C:70]2[CH:71]=[CH:72][CH:73]=[CH:74][CH:75]=2)[C@H:35]([O:60][CH2:61][C:62]2[CH:67]=[CH:66][CH:65]=[CH:64][CH:63]=2)[C:36]([CH2:48][O:49][CH2:50][C:51]2[CH:52]=[CH:53][C:54]([O:57][CH3:58])=[CH:55][CH:56]=2)([CH2:37][O:38][CH2:39][C:40]2[CH:41]=[CH:42][C:43]([O:46][CH3:47])=[CH:44][CH:45]=2)[O:59][C:32]1([C:9]1[CH:10]=[CH:11][C:12]([F:28])=[C:13]([CH2:14][C:15]2[CH:26]=[CH:25][C:18]([O:19][CH:20]3[CH2:24][CH2:23][O:22][CH2:21]3)=[CH:17][CH:16]=2)[CH:27]=1)[OH:84])[C:2]1[CH:90]=[CH:89][CH:88]=[CH:4][CH:3]=1. (2) Given the reactants [O:1]([CH2:8][CH2:9][CH2:10][CH2:11][OH:12])[C:2]1[CH:7]=[CH:6][CH:5]=[CH:4][CH:3]=1.[H-].[Na+].[CH3:15]I.O, predict the reaction product. The product is: [CH3:15][O:12][CH2:11][CH2:10][CH2:9][CH2:8][O:1][C:2]1[CH:7]=[CH:6][CH:5]=[CH:4][CH:3]=1. (3) The product is: [CH:1]1[CH2:6][CH2:5][CH2:4][CH2:3][CH:2]=1.[CH:8]1([OH:24])[CH2:13][CH2:12][CH2:11][CH2:10][CH2:9]1.[NH3:7]. Given the reactants [CH:1]1([NH2:7])[CH2:6][CH2:5][CH2:4][CH2:3][CH2:2]1.[C:8]1(=NO)[CH2:13][CH2:12][CH2:11][CH2:10][CH2:9]1.NC1C=CC=CC=1.[N+](C1C=CC=CC=1)([O-])=[O:24].[N+](C1CCCCC1)([O-])=O, predict the reaction product. (4) The product is: [N+:11]([C:2]1[C:3]2=[N:4][O:5][N:6]=[C:7]2[C:8]([O:19][CH2:18][CH2:17][OH:20])=[CH:9][CH:1]=1)([O-:13])=[O:12]. Given the reactants [CH:1]1[CH:9]=[C:8](Cl)[C:7]2[C:3](=[N:4][O:5][N:6]=2)[C:2]=1[N+:11]([O-:13])=[O:12].[OH-].[Na+].Cl.[CH2:17]([OH:20])[CH2:18][OH:19], predict the reaction product.